Dataset: Catalyst prediction with 721,799 reactions and 888 catalyst types from USPTO. Task: Predict which catalyst facilitates the given reaction. (1) Reactant: [Br:1][C:2]1[CH:7]=[CH:6][C:5]([N:8]=[C:9]=[O:10])=[CH:4][CH:3]=1.[C:11]([N:15]1[CH2:20][CH2:19][N:18](C(OC(C)(C)C)=O)[C@@H:17]([C:28]([N:30]2[CH2:35][CH2:34][NH:33][CH2:32][CH2:31]2)=[O:29])[CH2:16]1)([CH3:14])([CH3:13])[CH3:12]. Product: [NH3:8].[CH3:9][OH:10].[Br:1][C:2]1[CH:7]=[CH:6][C:5]([NH:8][C:9]([N:33]2[CH2:34][CH2:35][N:30]([C:28]([C@H:17]3[CH2:16][N:15]([C:11]([CH3:14])([CH3:13])[CH3:12])[CH2:20][CH2:19][NH:18]3)=[O:29])[CH2:31][CH2:32]2)=[O:10])=[CH:4][CH:3]=1. The catalyst class is: 1. (2) Reactant: [Cl:1][C:2]1[C:7]([C:8]2[N:12]=[C:11]([CH:13]([CH3:15])[CH3:14])[O:10][N:9]=2)=[C:6](Cl)[N:5]=[CH:4][N:3]=1.[NH3:17].CCOC(C)=O. Product: [Cl:1][C:2]1[N:3]=[CH:4][N:5]=[C:6]([NH2:17])[C:7]=1[C:8]1[N:12]=[C:11]([CH:13]([CH3:15])[CH3:14])[O:10][N:9]=1. The catalyst class is: 1. (3) Reactant: [CH:1]1([N:5]2[CH2:9][CH2:8][C@@H:7]([N:10]3[CH2:19][CH2:18][C:17]4[C:12](=[CH:13][CH:14]=[C:15]([O:20][C:21]5[CH:30]=[CH:29][C:24]([C:25]([O:27]C)=[O:26])=[CH:23][CH:22]=5)[CH:16]=4)[C:11]3=[O:31])[CH2:6]2)[CH2:4][CH2:3][CH2:2]1. Product: [CH:1]1([N:5]2[CH2:9][CH2:8][C@@H:7]([N:10]3[CH2:19][CH2:18][C:17]4[C:12](=[CH:13][CH:14]=[C:15]([O:20][C:21]5[CH:22]=[CH:23][C:24]([C:25]([OH:27])=[O:26])=[CH:29][CH:30]=5)[CH:16]=4)[C:11]3=[O:31])[CH2:6]2)[CH2:4][CH2:3][CH2:2]1. The catalyst class is: 5. (4) Reactant: [C:1]([O:5][C:6](=[O:30])[NH:7][C:8]1[CH:13]=[CH:12][C:11]([CH3:14])=[C:10]([NH:15][C:16]2[C:21]([C:22]3[CH:27]=[C:26]([S:28][CH3:29])[N:25]=[CH:24][N:23]=3)=[CH:20][N:19]=[CH:18][N:17]=2)[CH:9]=1)([CH3:4])([CH3:3])[CH3:2].ClC1C=C(C=CC=1)C(OO)=[O:36]. Product: [C:1]([O:5][C:6](=[O:30])[NH:7][C:8]1[CH:13]=[CH:12][C:11]([CH3:14])=[C:10]([NH:15][C:16]2[C:21]([C:22]3[CH:27]=[C:26]([S:28]([CH3:29])=[O:36])[N:25]=[CH:24][N:23]=3)=[CH:20][N:19]=[CH:18][N:17]=2)[CH:9]=1)([CH3:3])([CH3:4])[CH3:2]. The catalyst class is: 2. (5) Reactant: [O:1]=[C:2]1[NH:7][CH:6]=[CH:5][N:4]([S:8]([C:11]2[CH:17]=[CH:16][C:14]([CH3:15])=[CH:13][CH:12]=2)(=[O:10])=[O:9])[C@@H:3]1[CH2:18][C:19](O)=[O:20].[N:22]1([CH:28]([C:30]2[CH:31]=[C:32]3[C:37](=[CH:38][CH:39]=2)[C@H:36]([NH:40]C(=O)OC(C)(C)C)[CH2:35][CH2:34][CH2:33]3)[CH3:29])[CH2:27][CH2:26][CH2:25][CH2:24][CH2:23]1.CCN=C=NCCCN(C)C.C1C=CC2N(O)N=NC=2C=1. Product: [O:1]=[C:2]1[NH:7][CH:6]=[CH:5][N:4]([S:8]([C:11]2[CH:17]=[CH:16][C:14]([CH3:15])=[CH:13][CH:12]=2)(=[O:9])=[O:10])[C@@H:3]1[CH2:18][C:19]([NH:40][C@H:36]1[C:37]2[C:32](=[CH:31][C:30]([CH:28]([N:22]3[CH2:27][CH2:26][CH2:25][CH2:24][CH2:23]3)[CH3:29])=[CH:39][CH:38]=2)[CH2:33][CH2:34][CH2:35]1)=[O:20]. The catalyst class is: 3. (6) Reactant: C([O:3][C:4](=[O:29])[CH2:5][C:6]1[CH:11]=[CH:10][C:9]([C:12]#[C:13][C:14]2[CH:15]=[C:16]3[C:21](=[CH:22][CH:23]=2)[O:20][C:19]([CH3:25])([CH3:24])[CH2:18][C:17]3([CH3:27])[CH3:26])=[CH:8][C:7]=1[F:28])C.CO.[OH-].[Na+].C(OCC)(=O)C. Product: [F:28][C:7]1[CH:8]=[C:9]([C:12]#[C:13][C:14]2[CH:15]=[C:16]3[C:21](=[CH:22][CH:23]=2)[O:20][C:19]([CH3:25])([CH3:24])[CH2:18][C:17]3([CH3:26])[CH3:27])[CH:10]=[CH:11][C:6]=1[CH2:5][C:4]([OH:29])=[O:3]. The catalyst class is: 81.